This data is from Reaction yield outcomes from USPTO patents with 853,638 reactions. The task is: Predict the reaction yield, written as a fraction of the theoretical maximum amount of product (1.0 means a 100% yield; for example, 0.34 means a 34% yield). (1) The reactants are C([CH:3]1[CH2:6][CH2:5][C:4]1([O:10][C:11]1[CH:16]=[CH:15][C:14]([Cl:17])=[CH:13][CH:12]=1)[C:7]([OH:9])=[O:8])C.Cl. The catalyst is C(O)(=O)C. The product is [Cl:17][C:14]1[CH:13]=[CH:12][C:11]([O:10][C:4]2([C:7]([OH:9])=[O:8])[CH2:5][CH2:6][CH2:3]2)=[CH:16][CH:15]=1. The yield is 0.870. (2) The reactants are Cl[C:2]1[C:11]2[C:6](=[CH:7][C:8]([O:14][CH2:15][CH2:16][CH2:17][N:18]3[CH2:22][CH2:21][CH2:20][CH2:19]3)=[C:9]([O:12][CH3:13])[CH:10]=2)[N:5]=[CH:4][N:3]=1.[OH:23][C:24]1[CH:32]=[C:31]2[C:27]([CH:28]=[C:29]([CH3:33])[NH:30]2)=[CH:26][CH:25]=1. No catalyst specified. The product is [CH3:13][O:12][C:9]1[CH:10]=[C:11]2[C:6](=[CH:7][C:8]=1[O:14][CH2:15][CH2:16][CH2:17][N:18]1[CH2:22][CH2:21][CH2:20][CH2:19]1)[N:5]=[CH:4][N:3]=[C:2]2[O:23][C:24]1[CH:32]=[C:31]2[C:27]([CH:28]=[C:29]([CH3:33])[NH:30]2)=[CH:26][CH:25]=1. The yield is 0.850. (3) The reactants are [C:1]([C:5]1[NH:6][C:7]2[C:12]([CH:13]=1)=[CH:11][C:10]([N+:14]([O-])=O)=[CH:9][C:8]=2[C:17]#[N:18])([CH3:4])([CH3:3])[CH3:2].[BH4-].[Na+]. The catalyst is CO. The product is [NH2:14][C:10]1[CH:11]=[C:12]2[C:7](=[C:8]([C:17]#[N:18])[CH:9]=1)[NH:6][C:5]([C:1]([CH3:4])([CH3:3])[CH3:2])=[CH:13]2. The yield is 0.320.